Dataset: Full USPTO retrosynthesis dataset with 1.9M reactions from patents (1976-2016). Task: Predict the reactants needed to synthesize the given product. (1) Given the product [CH3:1][O:2][C:3](=[O:37])[C@H:4]([CH2:16][C:17]1[CH:18]=[CH:19][C:20]([C:23]2[C:28]([O:29][CH3:30])=[CH:27][C:26]([NH2:31])=[CH:25][C:24]=2[O:35][CH3:36])=[CH:21][CH:22]=1)[NH:5][C:6](=[O:15])[C:7]1[C:12]([Cl:13])=[CH:11][CH:10]=[CH:9][C:8]=1[Cl:14], predict the reactants needed to synthesize it. The reactants are: [CH3:1][O:2][C:3](=[O:37])[C@H:4]([CH2:16][C:17]1[CH:22]=[CH:21][C:20]([C:23]2[C:28]([O:29][CH3:30])=[CH:27][C:26]([NH:31]CC=C)=[CH:25][C:24]=2[O:35][CH3:36])=[CH:19][CH:18]=1)[NH:5][C:6](=[O:15])[C:7]1[C:12]([Cl:13])=[CH:11][CH:10]=[CH:9][C:8]=1[Cl:14]. (2) Given the product [CH3:14][O:13][C:10]1[CH:9]=[CH:8][C:7]([CH:6]2[CH2:5][NH:4][CH2:3][CH:2]2[NH:1][C:23]2[C:32]3[C:27](=[C:28]([C:33]([NH2:35])=[O:34])[CH:29]=[CH:30][CH:31]=3)[N:26]=[C:25]([CH3:36])[N:24]=2)=[CH:12][CH:11]=1, predict the reactants needed to synthesize it. The reactants are: [NH2:1][CH:2]1[CH:6]([C:7]2[CH:12]=[CH:11][C:10]([O:13][CH3:14])=[CH:9][CH:8]=2)[CH2:5][N:4](C(OC(C)(C)C)=O)[CH2:3]1.Cl[C:23]1[C:32]2[C:27](=[C:28]([C:33]([NH2:35])=[O:34])[CH:29]=[CH:30][CH:31]=2)[N:26]=[C:25]([CH3:36])[N:24]=1.